Task: Predict the product of the given reaction.. Dataset: Forward reaction prediction with 1.9M reactions from USPTO patents (1976-2016) (1) Given the reactants [C:1]([C:3]1[CH:8]=[CH:7][C:6]([NH:9][CH:10](SC)[NH:11][C:12]#[N:13])=[CH:5][C:4]=1[S:16]([C:19]([F:22])([F:21])[F:20])(=[O:18])=[O:17])#[N:2].[NH2:23][NH2:24], predict the reaction product. The product is: [NH2:13][C:12]1[NH:24][N:23]=[C:10]([NH:9][C:6]2[CH:7]=[CH:8][C:3]([C:1]#[N:2])=[C:4]([S:16]([C:19]([F:22])([F:21])[F:20])(=[O:18])=[O:17])[CH:5]=2)[N:11]=1. (2) Given the reactants [OH:1][C:2]1[CH:3]=[CH:4][C:5]2[N:9]=[C:8]([C:10]([OH:12])=O)[NH:7][C:6]=2[CH:13]=1.Cl.[CH3:15][C:16]1[CH:28]=[CH:27][C:19]([CH:20]=[C:21]2[CH2:26][CH2:25][NH:24][CH2:23][CH2:22]2)=[CH:18][CH:17]=1, predict the reaction product. The product is: [OH:1][C:2]1[CH:3]=[CH:4][C:5]2[N:9]=[C:8]([C:10]([N:24]3[CH2:25][CH2:26][C:21](=[CH:20][C:19]4[CH:18]=[CH:17][C:16]([CH3:15])=[CH:28][CH:27]=4)[CH2:22][CH2:23]3)=[O:12])[NH:7][C:6]=2[CH:13]=1. (3) Given the reactants [F:1][C:2]1[CH:7]=[CH:6][C:5]([C@H:8]2[CH2:10][C@@H:9]2[CH2:11][OH:12])=[C:4]([O:13][CH3:14])[CH:3]=1.Cl[C:16]1[CH:21]=[CH:20][N:19]2[C:22]([CH2:25][CH:26]3[CH2:28][CH2:27]3)=[N:23][N:24]=[C:18]2[C:17]=1[C:29]([F:32])([F:31])[F:30], predict the reaction product. The product is: [CH:26]1([CH2:25][C:22]2[N:19]3[CH:20]=[CH:21][C:16]([O:12][CH2:11][C@H:9]4[CH2:10][C@@H:8]4[C:5]4[CH:6]=[CH:7][C:2]([F:1])=[CH:3][C:4]=4[O:13][CH3:14])=[C:17]([C:29]([F:30])([F:31])[F:32])[C:18]3=[N:24][N:23]=2)[CH2:28][CH2:27]1.